This data is from Full USPTO retrosynthesis dataset with 1.9M reactions from patents (1976-2016). The task is: Predict the reactants needed to synthesize the given product. Given the product [Br:1][C:2]1[CH:7]=[CH:6][C:5]([C:8]([CH2:11][CH3:12])([CH:13]=[O:35])[CH2:9][CH3:10])=[CH:4][CH:3]=1, predict the reactants needed to synthesize it. The reactants are: [Br:1][C:2]1[CH:7]=[CH:6][C:5]([C:8]([C:13]#N)([CH2:11][CH3:12])[CH2:9][CH3:10])=[CH:4][CH:3]=1.[H-].C([Al+]CC(C)C)C(C)C.C1(C)C=CC=CC=1.[Cl-].[NH4+].S(=O)(=O)(O)[OH:35].